Dataset: Catalyst prediction with 721,799 reactions and 888 catalyst types from USPTO. Task: Predict which catalyst facilitates the given reaction. (1) Reactant: [NH2:1][C:2]1[C:3]([F:23])=[CH:4][C:5]([Cl:22])=[C:6]([C:8]2[C:9](=[O:21])[N:10]([CH2:19][CH3:20])[C:11]3[C:16]([CH:17]=2)=[CH:15][N:14]=[C:13]([Cl:18])[CH:12]=3)[CH:7]=1.C([O-])(O)=O.[Na+].Cl[C:30]([O:32][C:33]([CH3:35])=[CH2:34])=[O:31]. Product: [Cl:22][C:5]1[C:6]([C:8]2[C:9](=[O:21])[N:10]([CH2:19][CH3:20])[C:11]3[C:16]([CH:17]=2)=[CH:15][N:14]=[C:13]([Cl:18])[CH:12]=3)=[CH:7][C:2]([NH:1][C:30](=[O:31])[O:32][C:33]([CH3:35])=[CH2:34])=[C:3]([F:23])[CH:4]=1. The catalyst class is: 25. (2) Reactant: [Cl:1][C:2]1[C:3]([NH:23][C:24]2[CH:28]=[C:27]([CH3:29])[NH:26][N:25]=2)=[N:4][C:5]([NH:8][C:9]2[CH:14]=[C:13]([CH3:15])[C:12]([CH:16]3[CH2:21][CH2:20][NH:19][CH2:18][CH2:17]3)=[CH:11][C:10]=2[F:22])=[N:6][CH:7]=1.C(N(CC)CC)C.[CH3:37][S:38](Cl)(=[O:40])=[O:39]. Product: [Cl:1][C:2]1[C:3]([NH:23][C:24]2[CH:28]=[C:27]([CH3:29])[NH:26][N:25]=2)=[N:4][C:5]([NH:8][C:9]2[CH:14]=[C:13]([CH3:15])[C:12]([CH:16]3[CH2:17][CH2:18][N:19]([S:38]([CH3:37])(=[O:40])=[O:39])[CH2:20][CH2:21]3)=[CH:11][C:10]=2[F:22])=[N:6][CH:7]=1. The catalyst class is: 3.